Task: Predict the product of the given reaction.. Dataset: Forward reaction prediction with 1.9M reactions from USPTO patents (1976-2016) (1) The product is: [CH2:33]([N:21]1[CH:22]=[C:23]([C:25]2[CH:30]=[CH:29][C:28]([Cl:31])=[CH:27][C:26]=2[Cl:32])[N:24]=[C:20]1[C@@H:19]([NH:37][C:49](=[O:51])[CH2:48][C:45]1[CH:44]=[CH:43][C:42]([O:41][CH2:39][CH3:40])=[CH:47][CH:46]=1)[CH2:18][C:15]1[CH:16]=[CH:17][C:12]([O:11][C:8]2[CH:9]=[CH:10][C:5]([C:4]([OH:38])=[O:3])=[CH:6][CH:7]=2)=[CH:13][CH:14]=1)[CH2:34][CH2:35][CH3:36]. Given the reactants Cl.C[O:3][C:4](=[O:38])[C:5]1[CH:10]=[CH:9][C:8]([O:11][C:12]2[CH:17]=[CH:16][C:15]([CH2:18][C@H:19]([NH2:37])[C:20]3[N:21]([CH2:33][CH2:34][CH2:35][CH3:36])[CH:22]=[C:23]([C:25]4[CH:30]=[CH:29][C:28]([Cl:31])=[CH:27][C:26]=4[Cl:32])[N:24]=3)=[CH:14][CH:13]=2)=[CH:7][CH:6]=1.[CH2:39]([O:41][C:42]1[CH:47]=[CH:46][C:45]([CH2:48][C:49]([OH:51])=O)=[CH:44][CH:43]=1)[CH3:40], predict the reaction product. (2) The product is: [CH2:1]([NH:3][C:4]1[N:9]=[C:8]([C:10](=[O:12])[CH2:11][C:14]([OH:13])([C:20]([O:22][CH2:23][CH3:24])=[O:21])[C:15]([O:17][CH2:18][CH3:19])=[O:16])[CH:7]=[CH:6][N:5]=1)[CH3:2]. Given the reactants [CH2:1]([NH:3][C:4]1[N:9]=[C:8]([C:10](=[O:12])[CH3:11])[CH:7]=[CH:6][N:5]=1)[CH3:2].[O:13]=[C:14]([C:20]([O:22][CH2:23][CH3:24])=[O:21])[C:15]([O:17][CH2:18][CH3:19])=[O:16], predict the reaction product. (3) Given the reactants CC1C=CC(S(O[CH2:12][C@H:13]2[CH2:26][O:25][C:16]3[CH:17]=[CH:18][C:19]4[CH2:20][CH2:21][CH2:22][O:23][C:24]=4[C:15]=3[O:14]2)(=O)=O)=CC=1.C(=O)([O-])[O-].[K+].[K+].[F:33][C:34]1[CH:35]=[C:36]2[C:40](=[CH:41][CH:42]=1)[NH:39][CH:38]=[C:37]2[C:43]1[CH2:44][CH2:45][NH:46][CH2:47][CH:48]=1, predict the reaction product. The product is: [F:33][C:34]1[CH:35]=[C:36]2[C:40](=[CH:41][CH:42]=1)[NH:39][CH:38]=[C:37]2[C:43]1[CH2:44][CH2:45][N:46]([CH2:12][CH:13]2[CH2:26][O:25][C:16]3[CH:17]=[CH:18][C:19]4[CH2:20][CH2:21][CH2:22][O:23][C:24]=4[C:15]=3[O:14]2)[CH2:47][CH:48]=1.